Task: Predict which catalyst facilitates the given reaction.. Dataset: Catalyst prediction with 721,799 reactions and 888 catalyst types from USPTO (1) Reactant: [CH2:1](P(=O)(OCC)OCC)[C:2]1[CH:7]=[CH:6][CH:5]=[CH:4][CH:3]=1.[H-].[Na+].[CH2:18]([N:25]1[CH2:30][CH2:29][N:28]([C:31]([O:33][C:34]([CH3:37])([CH3:36])[CH3:35])=[O:32])[C@H:27]([CH2:38][CH:39]=O)[CH2:26]1)[C:19]1[CH:24]=[CH:23][CH:22]=[CH:21][CH:20]=1.C(=O)([O-])O.[Na+]. Product: [CH2:18]([N:25]1[CH2:30][CH2:29][N:28]([C:31]([O:33][C:34]([CH3:36])([CH3:35])[CH3:37])=[O:32])[C@H:27]([CH2:38]/[CH:39]=[CH:1]/[C:2]2[CH:3]=[CH:4][CH:5]=[CH:6][CH:7]=2)[CH2:26]1)[C:19]1[CH:20]=[CH:21][CH:22]=[CH:23][CH:24]=1. The catalyst class is: 1. (2) Reactant: N1C=CC=CC=1.[CH3:7][C:8]1([CH3:24])[O:16][C@H:15]2[C@H:10]([C@@H:11]([CH2:22][OH:23])[O:12][C@@H:13]3[O:19][C:18]([CH3:21])([CH3:20])[O:17][C@@H:14]32)[O:9]1.[F:25][C:26]([F:39])([F:38])[S:27]([O:30]S(C(F)(F)F)(=O)=O)(=[O:29])=[O:28].O. Product: [O-:30][S:27]([C:26]([F:39])([F:38])[F:25])(=[O:29])=[O:28].[CH3:7][C:8]1([CH3:24])[O:16][C@H:15]2[C@H:10]([C@@H:11]([CH2:22][OH:23])[O:12][C@@H:13]3[O:19][C:18]([CH3:20])([CH3:21])[O:17][C@@H:14]32)[O:9]1. The catalyst class is: 4. (3) Reactant: [C:1]([C:3]([CH3:33])([CH3:32])[C:4]1[CH:9]=[CH:8][C:7]([NH:10][C:11](=[O:22])[C:12]2[CH:17]=[CH:16][C:15]([O:18][CH3:19])=[C:14]([O:20][CH3:21])[CH:13]=2)=[CH:6][C:5]=1B1OC(C)(C)C(C)(C)O1)#[N:2].Cl.Br[C:36]1[CH:41]=[CH:40][N:39]=[CH:38][CH:37]=1.C([O-])([O-])=O.[K+].[K+]. Product: [C:1]([C:3]([CH3:33])([CH3:32])[C:4]1[CH:5]=[CH:6][C:7]([NH:10][C:11](=[O:22])[C:12]2[CH:17]=[CH:16][C:15]([O:18][CH3:19])=[C:14]([O:20][CH3:21])[CH:13]=2)=[CH:8][C:9]=1[C:36]1[CH:41]=[CH:40][N:39]=[CH:38][CH:37]=1)#[N:2]. The catalyst class is: 57. (4) Reactant: [C:1]([O:5][C:6]([NH:8][CH:9]([CH2:15][CH3:16])[CH:10]([OH:14])[C:11]([OH:13])=O)=[O:7])([CH3:4])([CH3:3])[CH3:2].C(Cl)CCl.C1C=CC2N(O)N=NC=2C=1.O[NH:32][C:33](=[NH:40])[C:34]1[CH:39]=[CH:38][CH:37]=[CH:36][CH:35]=1.CN1CCOCC1. Product: [C:1]([O:5][C:6]([NH:8][C@@H:9]([CH2:15][CH3:16])[CH:10]([C:11]1[O:13][N:40]=[C:33]([C:34]2[CH:39]=[CH:38][CH:37]=[CH:36][CH:35]=2)[N:32]=1)[OH:14])=[O:7])([CH3:2])([CH3:3])[CH3:4]. The catalyst class is: 4. (5) Reactant: [CH:1]1([CH:6]=[C:7]([C:18]2[NH:29][C:21]3=[N:22][CH:23]=[C:24]([C:26]([OH:28])=[O:27])[CH:25]=[C:20]3[CH:19]=2)[C:8]2[CH:13]=[CH:12][C:11]([S:14]([CH3:17])(=[O:16])=[O:15])=[CH:10][CH:9]=2)[CH2:5][CH2:4][CH2:3][CH2:2]1.[H][H]. Product: [CH:1]1([CH2:6][CH:7]([C:18]2[NH:29][C:21]3=[N:22][CH:23]=[C:24]([C:26]([OH:28])=[O:27])[CH:25]=[C:20]3[CH:19]=2)[C:8]2[CH:13]=[CH:12][C:11]([S:14]([CH3:17])(=[O:16])=[O:15])=[CH:10][CH:9]=2)[CH2:5][CH2:4][CH2:3][CH2:2]1. The catalyst class is: 43. (6) Reactant: [CH3:1][C:2]1[CH:16]=[C:15]([CH3:17])[CH:14]=[CH:13][C:3]=1[O:4][C:5]1[CH:12]=[CH:11][C:8]([C:9]#[N:10])=[CH:7][CH:6]=1.C1COCC1.[H-].[Al+3].[Li+].[H-].[H-].[H-].[OH-].[Na+]. Product: [CH3:1][C:2]1[CH:16]=[C:15]([CH3:17])[CH:14]=[CH:13][C:3]=1[O:4][C:5]1[CH:12]=[CH:11][C:8]([CH2:9][NH2:10])=[CH:7][CH:6]=1. The catalyst class is: 97. (7) Reactant: [C:1]([O:7][CH2:8][CH3:9])(=[O:6])[CH2:2][C:3]([OH:5])=O.CCN(C(C)C)C(C)C.[Br:19][C:20]1[CH:21]=[C:22]2[C:27](=[CH:28][CH:29]=1)[C:26](=O)[O:25]C(=O)[CH2:23]2. Product: [Br:19][C:20]1[CH:21]=[C:22]2[C:27](=[CH:28][CH:29]=1)[C:26](=[O:25])[O:5][C:3]([CH2:2][C:1]([O:7][CH2:8][CH3:9])=[O:6])=[CH:23]2. The catalyst class is: 295. (8) Reactant: [CH2:1]([O:8][C:9]1[C:14](=[O:15])[NH:13][C:12]([CH:16]([O:21][CH2:22][CH2:23]O)[CH2:17][CH2:18][S:19][CH3:20])=[N:11][C:10]=1[C:25]([O:27][CH2:28][CH3:29])=[O:26])[C:2]1[CH:7]=[CH:6][CH:5]=[CH:4][CH:3]=1.CCN(CC)CC.CSOC(I)=O. Product: [CH2:1]([O:8][C:9]1[C:14](=[O:15])[N:13]2[C:12]([CH:16]([CH2:17][CH2:18][S:19][CH3:20])[O:21][CH2:22][CH2:23]2)=[N:11][C:10]=1[C:25]([O:27][CH2:28][CH3:29])=[O:26])[C:2]1[CH:7]=[CH:6][CH:5]=[CH:4][CH:3]=1. The catalyst class is: 158. (9) Reactant: [CH3:1][C:2]1[CH:28]=[CH:27][CH:26]=[CH:25][C:3]=1[C:4]([NH:6][C:7]1[CH:12]=[CH:11][CH:10]=[C:9]([C:13]([C:15]2[CH:23]=[C:22]3[C:18]([CH2:19][C:20](=[O:24])[NH:21]3)=[CH:17][CH:16]=2)=[O:14])[CH:8]=1)=[O:5].[CH:29](OCC)=[O:30].[O-]CC.[Na+].Cl. Product: [OH:30][CH:29]=[C:19]1[C:18]2[C:22](=[CH:23][C:15]([C:13]([C:9]3[CH:8]=[C:7]([NH:6][C:4](=[O:5])[C:3]4[CH:25]=[CH:26][CH:27]=[CH:28][C:2]=4[CH3:1])[CH:12]=[CH:11][CH:10]=3)=[O:14])=[CH:16][CH:17]=2)[NH:21][C:20]1=[O:24]. The catalyst class is: 8. (10) Reactant: [Br:1][C:2]1[C:3]([F:12])=[CH:4][C:5]([N+:9]([O-])=O)=[C:6]([OH:8])[CH:7]=1.O.O.[Sn](Cl)Cl.C[CH2:19][OH:20].C(N1C=CN=C1)(N1C=CN=C1)=O. Product: [Br:1][C:2]1[C:3]([F:12])=[CH:4][C:5]2[NH:9][C:19](=[O:20])[O:8][C:6]=2[CH:7]=1. The catalyst class is: 1.